The task is: Predict the product of the given reaction.. This data is from Forward reaction prediction with 1.9M reactions from USPTO patents (1976-2016). (1) Given the reactants Br[C:2]1[C:10]2[C:9]([Cl:11])=[N:8][CH:7]=[N:6][C:5]=2[NH:4][CH:3]=1.[Li]CCCC.CN([CH:20]=[O:21])C, predict the reaction product. The product is: [Cl:11][C:9]1[C:10]2[C:2]([CH:20]=[O:21])=[CH:3][NH:4][C:5]=2[N:6]=[CH:7][N:8]=1. (2) Given the reactants C(OC([N:8]1[CH2:13][CH2:12][C:11](=[O:14])[CH2:10][CH2:9]1)=O)(C)(C)C.[H-].C([Al+]CC(C)C)C(C)C.O.O.O.O.[C:29]([CH:32]([CH:34]([C:36]([O-])=O)O)O)([O-])=O.[Na+].[K+], predict the reaction product. The product is: [CH2:29]([O:14][CH:11]1[CH2:10][CH2:9][NH:8][CH2:13][CH2:12]1)[CH2:32][CH2:34][CH3:36]. (3) Given the reactants [CH3:1][O:2][C:3]1[CH:4]=[C:5]2[C:9](=[CH:10][CH:11]=1)[NH:8][C:7](=[O:12])[CH2:6]2.[C:13]1([S:19]([C:22]2[C:23]([CH2:30][CH2:31][C:32]([OH:34])=[O:33])=[C:24]([CH:28]=O)[NH:25][C:26]=2[CH3:27])(=[O:21])=[O:20])[CH:18]=[CH:17][CH:16]=[CH:15][CH:14]=1.CC(O/N=C(/C(NCC=O)=O)\C1N=C(N)SC=1)(C(O)=O)C.N1CCCCC1, predict the reaction product. The product is: [C:13]1([S:19]([C:22]2[C:23]([CH2:30][CH2:31][C:32]([OH:34])=[O:33])=[C:24](/[CH:28]=[C:6]3\[C:7](=[O:12])[NH:8][C:9]4[C:5]\3=[CH:4][C:3]([O:2][CH3:1])=[CH:11][CH:10]=4)[NH:25][C:26]=2[CH3:27])(=[O:20])=[O:21])[CH:14]=[CH:15][CH:16]=[CH:17][CH:18]=1. (4) The product is: [C:16]([N:7]1[C:8]2[C:4](=[CH:3][C:2]([Br:1])=[CH:10][CH:9]=2)[CH:5]=[N:6]1)([O:15][C:12]([CH3:14])([CH3:13])[CH3:11])=[O:17]. Given the reactants [Br:1][C:2]1[CH:3]=[C:4]2[C:8](=[CH:9][CH:10]=1)[NH:7][N:6]=[CH:5]2.[CH3:11][C:12]([O:15][C:16](O[C:16]([O:15][C:12]([CH3:14])([CH3:13])[CH3:11])=[O:17])=[O:17])([CH3:14])[CH3:13], predict the reaction product. (5) Given the reactants C(OP([CH2:9][C:10](=[O:12])[CH3:11])(OCC)=O)C.[CH:13]([O:16][C:17]1[CH:31]=[CH:30][C:20]([C:21]([N:23]2[CH2:28][CH2:27][C:26](=O)[CH2:25][CH2:24]2)=[O:22])=[CH:19][C:18]=1[CH3:32])([CH3:15])[CH3:14], predict the reaction product. The product is: [CH:13]([O:16][C:17]1[CH:31]=[CH:30][C:20]([C:21]([N:23]2[CH2:28][CH2:27][C:26](=[CH:9][C:10](=[O:12])[CH3:11])[CH2:25][CH2:24]2)=[O:22])=[CH:19][C:18]=1[CH3:32])([CH3:15])[CH3:14]. (6) Given the reactants [C:1]([C:3]1[CH:8]=[CH:7][C:6]([N:9]2[CH:13]([CH:14]3[CH2:18][CH2:17][CH2:16][CH2:15]3)[CH2:12][C:11]([C:19]3[CH:27]=[CH:26][C:22]([C:23]([OH:25])=[O:24])=[C:21]([O:28][CH3:29])[N:20]=3)=[N:10]2)=[CH:5][C:4]=1[CH3:30])#[N:2].CO.C(=O)=O, predict the reaction product. The product is: [C:1]([C:3]1[CH:8]=[CH:7][C:6]([N:9]2[C@H:13]([CH:14]3[CH2:18][CH2:17][CH2:16][CH2:15]3)[CH2:12][C:11]([C:19]3[CH:27]=[CH:26][C:22]([C:23]([OH:25])=[O:24])=[C:21]([O:28][CH3:29])[N:20]=3)=[N:10]2)=[CH:5][C:4]=1[CH3:30])#[N:2]. (7) Given the reactants F[C:2]1[CH:3]=[C:4]([C:9]2[O:13][N:12]=[C:11]([C:14]([N:16]3[CH2:21][C@H:20]([CH2:22][CH:23]([CH3:25])[CH3:24])[NH:19][C:18](=[O:26])[C@@H:17]3[CH2:27][CH:28]([CH3:30])[CH3:29])=[O:15])[CH:10]=2)[CH:5]=[CH:6][C:7]=1F.C([C@@H]1NC[C@H](CC(C)C)NC1=O)C(C)C.[Cl:46]C1C=C(C2ON=C(C(O)=O)C=2)C=CC=1, predict the reaction product. The product is: [Cl:46][C:2]1[CH:3]=[C:4]([C:9]2[O:13][N:12]=[C:11]([C:14]([N:16]3[CH2:21][C@H:20]([CH2:22][CH:23]([CH3:25])[CH3:24])[NH:19][C:18](=[O:26])[C@@H:17]3[CH2:27][CH:28]([CH3:30])[CH3:29])=[O:15])[CH:10]=2)[CH:5]=[CH:6][CH:7]=1. (8) Given the reactants Cl.[NH2:2][OH:3].C(=O)(O)[O-].[Na+].[C:9](#[N:18])[CH2:10][CH2:11][CH2:12][CH2:13][CH2:14][CH2:15][CH2:16][CH3:17].C1(C)C=CC=CC=1, predict the reaction product. The product is: [OH:3][NH:2][C:9](=[NH:18])[CH2:10][CH2:11][CH2:12][CH2:13][CH2:14][CH2:15][CH2:16][CH3:17]. (9) Given the reactants [NH2:1][C:2]1[N:10]=[C:9]2[N:4]([C:5]([O:13][CH3:14])=[N:6][CH:7]=[C:8]2[O:11][CH3:12])[N:3]=1.[CH3:15][S:16][CH3:17].[Cl:18]N1C(=O)CCC1=O, predict the reaction product. The product is: [ClH:18].[CH3:14][O:13][C:5]1[N:4]2[N:3]=[C:2]([N:1]=[S:16]([CH3:17])[CH3:15])[N:10]=[C:9]2[C:8]([O:11][CH3:12])=[CH:7][N:6]=1. (10) Given the reactants [S:1]1[CH:5]=[CH:4][CH:3]=[C:2]1[C:6]([OH:8])=O.[F:9][C:10]([F:36])([F:35])[C:11]([CH2:30][NH:31][CH2:32][CH2:33][CH3:34])([OH:29])[CH2:12][NH:13][C:14]1[CH:22]=[CH:21][CH:20]=[C:19]2[C:15]=1[CH:16]=[N:17][N:18]2[C:23]1[CH:28]=[CH:27][CH:26]=[CH:25][CH:24]=1, predict the reaction product. The product is: [CH2:32]([N:31]([CH2:30][C:11]([OH:29])([CH2:12][NH:13][C:14]1[CH:22]=[CH:21][CH:20]=[C:19]2[C:15]=1[CH:16]=[N:17][N:18]2[C:23]1[CH:28]=[CH:27][CH:26]=[CH:25][CH:24]=1)[C:10]([F:36])([F:35])[F:9])[C:6]([C:2]1[S:1][CH:5]=[CH:4][CH:3]=1)=[O:8])[CH2:33][CH3:34].